This data is from Reaction yield outcomes from USPTO patents with 853,638 reactions. The task is: Predict the reaction yield, written as a fraction of the theoretical maximum amount of product (1.0 means a 100% yield; for example, 0.34 means a 34% yield). The reactants are O1CCCC1.[O:6]([CH2:13][C:14]1[N:19]=[CH:18][C:17]([CH2:20][C:21](Cl)=[N:22][OH:23])=[CH:16][CH:15]=1)[C:7]1[CH:12]=[CH:11][CH:10]=[CH:9][CH:8]=1.[C:25]([C:27]1[C:28]([NH2:34])=[N:29][C:30]([NH2:33])=[CH:31][CH:32]=1)#[CH:26].C(N(CC)CC)C. The catalyst is O. The product is [O:6]([CH2:13][C:14]1[N:19]=[CH:18][C:17]([CH2:20][C:21]2[CH:26]=[C:25]([C:27]3[C:28]([NH2:34])=[N:29][C:30]([NH2:33])=[CH:31][CH:32]=3)[O:23][N:22]=2)=[CH:16][CH:15]=1)[C:7]1[CH:12]=[CH:11][CH:10]=[CH:9][CH:8]=1. The yield is 0.299.